This data is from Forward reaction prediction with 1.9M reactions from USPTO patents (1976-2016). The task is: Predict the product of the given reaction. Given the reactants [NH2:1][C:2]1[C:7]([C:8]([O:10][CH3:11])=[O:9])=[CH:6][CH:5]=[CH:4][N:3]=1.C([O-])(O)=O.[Na+].Cl[CH2:18][CH:19]=O.O, predict the reaction product. The product is: [N:1]1[CH:18]=[CH:19][N:3]2[CH:4]=[CH:5][CH:6]=[C:7]([C:8]([O:10][CH3:11])=[O:9])[C:2]=12.